From a dataset of Forward reaction prediction with 1.9M reactions from USPTO patents (1976-2016). Predict the product of the given reaction. (1) Given the reactants [CH3:1][O:2][C:3]1[CH:4]=[C:5]([CH:26]=[CH:27][C:28]=1[N+:29]([O-:31])=[O:30])[C:6]([C:8]1[N:16]2[C:11]([CH:12]=[CH:13][CH:14]=[CH:15]2)=[C:10]([NH:17][C:18](=[O:24])[O:19][C:20]([CH3:23])([CH3:22])[CH3:21])[C:9]=1[CH3:25])=[O:7].[H-].[Na+].CI.[C:36](=O)(O)[O-].[Na+], predict the reaction product. The product is: [CH3:1][O:2][C:3]1[CH:4]=[C:5]([CH:26]=[CH:27][C:28]=1[N+:29]([O-:31])=[O:30])[C:6]([C:8]1[N:16]2[C:11]([CH:12]=[CH:13][CH:14]=[CH:15]2)=[C:10]([N:17]([CH3:36])[C:18](=[O:24])[O:19][C:20]([CH3:23])([CH3:21])[CH3:22])[C:9]=1[CH3:25])=[O:7]. (2) Given the reactants [CH2:1]([C@H:16]([NH2:20])[C:17]([OH:19])=[O:18])[CH2:2][C:3]([NH:5][C@H:6]([C:9]([NH:11][CH2:12][C:13]([OH:15])=[O:14])=[O:10])[CH2:7][SH:8])=[O:4].[CH:21]1[CH:26]=[C:25]2[CH:27]=[CH:28][C:29](/[C:31](=[N:32]\[NH:33][C:34]3[CH:39]=[CH:38][C:37]([Hg:40][Cl:41])=[CH:36][CH:35]=3)/[C:24]2=[CH:23][CH:22]=1)=[O:30], predict the reaction product. The product is: [CH2:1]([C@H:16]([NH2:20])[C:17]([OH:19])=[O:18])[CH2:2][C:3]([NH:5][C@H:6]([C:9]([NH:11][CH2:12][C:13]([OH:15])=[O:14])=[O:10])[CH2:7][SH:8])=[O:4].[CH:21]1[CH:26]=[C:25]2[CH:27]=[CH:28][C:29](/[C:31](=[N:32]\[NH:33][C:34]3[CH:35]=[CH:36][C:37]([Hg:40][Cl:41])=[CH:38][CH:39]=3)/[C:24]2=[CH:23][CH:22]=1)=[O:30]. (3) Given the reactants [Cl:1][C:2]1[CH:28]=[CH:27][CH:26]=[C:25]([Cl:29])[C:3]=1[CH2:4][C:5]1[N:9]([CH2:10][C:11]2[CH:20]=[CH:19][C:14]([C:15]([O:17]C)=[O:16])=[CH:13][CH:12]=2)[C:8]2[CH:21]=[CH:22][CH:23]=[CH:24][C:7]=2[N:6]=1.C1COCC1.[OH-].[Li+], predict the reaction product. The product is: [Cl:1][C:2]1[CH:28]=[CH:27][CH:26]=[C:25]([Cl:29])[C:3]=1[CH2:4][C:5]1[N:9]([CH2:10][C:11]2[CH:20]=[CH:19][C:14]([C:15]([OH:17])=[O:16])=[CH:13][CH:12]=2)[C:8]2[CH:21]=[CH:22][CH:23]=[CH:24][C:7]=2[N:6]=1. (4) Given the reactants [F:1][C:2]([F:30])([F:29])[C:3]1[CH:28]=[CH:27][C:6]2[CH2:7][CH:8]3[CH2:16][N:15](C(OCC4C=CC=CC=4)=O)[CH2:14][CH2:13][N:9]3[S:10](=[O:12])(=[O:11])[C:5]=2[CH:4]=1.[H][H], predict the reaction product. The product is: [F:29][C:2]([F:1])([F:30])[C:3]1[CH:28]=[CH:27][C:6]2[CH2:7][CH:8]3[CH2:16][NH:15][CH2:14][CH2:13][N:9]3[S:10](=[O:11])(=[O:12])[C:5]=2[CH:4]=1. (5) Given the reactants N1(C([O-])=O)CCCCC1.F[C:11]1[CH:16]=[CH:15][C:14]([C:17]2([CH2:30][OH:31])[CH2:22][CH2:21][N:20]([C:23]([O:25][C:26]([CH3:29])([CH3:28])[CH3:27])=[O:24])[CH2:19][CH2:18]2)=[CH:13][CH:12]=1.Br[CH2:33][C:34]1[CH:35]=[C:36]([C:51]([F:54])([F:53])[F:52])[CH:37]=[C:38]2[C:42]=1[N:41](COCC[Si](C)(C)C)[N:40]=[CH:39]2.[H-].[Na+], predict the reaction product. The product is: [C:14]1([C:17]2([CH2:30][O:31][CH2:33][C:34]3[CH:35]=[C:36]([C:51]([F:54])([F:52])[F:53])[CH:37]=[C:38]4[C:42]=3[NH:41][N:40]=[CH:39]4)[CH2:18][CH2:19][N:20]([C:23]([O:25][C:26]([CH3:27])([CH3:28])[CH3:29])=[O:24])[CH2:21][CH2:22]2)[CH:15]=[CH:16][CH:11]=[CH:12][CH:13]=1. (6) Given the reactants Br[C:2]1[S:3][C:4]([C:7]([NH:9][C:10]2[CH:11]=[CH:12][C:13]3[N:14]([CH:16]=[CH:17][N:18]=3)[CH:15]=2)=[O:8])=[CH:5][N:6]=1.[C:19]([C:21]1[CH:28]=[CH:27][C:24]([CH2:25][NH2:26])=[CH:23][CH:22]=1)#[N:20], predict the reaction product. The product is: [C:19]([C:21]1[CH:28]=[CH:27][C:24]([CH2:25][NH:26][C:2]2[S:3][C:4]([C:7]([NH:9][C:10]3[CH:11]=[CH:12][C:13]4[N:14]([CH:16]=[CH:17][N:18]=4)[CH:15]=3)=[O:8])=[CH:5][N:6]=2)=[CH:23][CH:22]=1)#[N:20]. (7) Given the reactants [CH:1]1[C:10]2[C:5](=[CH:6][CH:7]=[CH:8][CH:9]=2)[CH:4]=[CH:3][C:2]=1[S:11]([N:14]1[CH2:18][CH:17]([CH2:19][S:20][C:21]([C:34]2[CH:39]=[CH:38][CH:37]=[CH:36][CH:35]=2)([C:28]2[CH:33]=[CH:32][CH:31]=[CH:30][CH:29]=2)[C:22]2[CH:27]=[CH:26][CH:25]=[CH:24][CH:23]=2)[CH:16]([CH2:40][OH:41])[CH2:15]1)(=[O:13])=[O:12].[H-].[Na+].[CH2:44](Br)[C:45]1[CH:50]=[CH:49][CH:48]=[CH:47][CH:46]=1.O, predict the reaction product. The product is: [CH:1]1[C:10]2[C:5](=[CH:6][CH:7]=[CH:8][CH:9]=2)[CH:4]=[CH:3][C:2]=1[S:11]([N:14]1[CH2:18][CH:17]([CH2:19][S:20][C:21]([C:22]2[CH:27]=[CH:26][CH:25]=[CH:24][CH:23]=2)([C:28]2[CH:29]=[CH:30][CH:31]=[CH:32][CH:33]=2)[C:34]2[CH:39]=[CH:38][CH:37]=[CH:36][CH:35]=2)[CH:16]([CH2:40][O:41][CH2:44][C:45]2[CH:50]=[CH:49][CH:48]=[CH:47][CH:46]=2)[CH2:15]1)(=[O:13])=[O:12].